From a dataset of Forward reaction prediction with 1.9M reactions from USPTO patents (1976-2016). Predict the product of the given reaction. (1) Given the reactants C(OC([N:8]1[CH2:13][CH2:12][N:11]([C:14]2[CH:22]=[CH:21][CH:20]=[C:19]3[C:15]=2[C:16]([S:23]([C:26]2[CH:31]=[CH:30][CH:29]=[CH:28][CH:27]=2)(=[O:25])=[O:24])=[N:17][NH:18]3)[CH2:10][CH2:9]1)=O)(C)(C)C.[ClH:32], predict the reaction product. The product is: [ClH:32].[C:26]1([S:23]([C:16]2[C:15]3[C:19](=[CH:20][CH:21]=[CH:22][C:14]=3[N:11]3[CH2:10][CH2:9][NH:8][CH2:13][CH2:12]3)[NH:18][N:17]=2)(=[O:25])=[O:24])[CH:27]=[CH:28][CH:29]=[CH:30][CH:31]=1. (2) Given the reactants FC(F)(F)C(O)=O.[F:8][C:9]1[CH:14]=[CH:13][C:12]([C:15]2[CH:16]=[CH:17][C:18]3[N:19]([C:21]([S:24][C:25]4[CH:41]=[CH:40][C:28]5[N:29]=[C:30]([NH:32]C(=O)OC(C)(C)C)[S:31][C:27]=5[CH:26]=4)=[N:22][N:23]=3)[N:20]=2)=[CH:11][CH:10]=1, predict the reaction product. The product is: [F:8][C:9]1[CH:14]=[CH:13][C:12]([C:15]2[CH:16]=[CH:17][C:18]3[N:19]([C:21]([S:24][C:25]4[CH:41]=[CH:40][C:28]5[N:29]=[C:30]([NH2:32])[S:31][C:27]=5[CH:26]=4)=[N:22][N:23]=3)[N:20]=2)=[CH:11][CH:10]=1. (3) Given the reactants [C:1]([OH:7])([C:3]([F:6])([F:5])[F:4])=[O:2].C(OC([N:15]1[C@@H:20]([C:21]2[NH:22][CH:23]=[C:24]([C:26]3[CH:27]=[C:28]4[C:33](=[CH:34][CH:35]=3)[CH:32]=[C:31]([C:36]3[CH:37]=[C:38]([C:42]5[N:43]=[C:44]([C@@H:47]6[CH2:52][C@@H:51]7[C@@H:49]([CH2:50]7)[N:48]6C(OC(C)(C)C)=O)[NH:45][CH:46]=5)[CH:39]=[CH:40][CH:41]=3)[CH:30]=[CH:29]4)[N:25]=2)[CH2:19][C@H:18]2[C@@H:16]1[CH2:17]2)=O)(C)(C)C, predict the reaction product. The product is: [C:1]([OH:7])([C:3]([F:6])([F:5])[F:4])=[O:2].[C@H:16]12[CH2:17][C@H:18]1[CH2:19][C@H:20]([C:21]1[NH:22][CH:23]=[C:24]([C:26]3[CH:27]=[C:28]4[C:33](=[CH:34][CH:35]=3)[CH:32]=[C:31]([C:36]3[CH:37]=[C:38]([C:42]5[N:43]=[C:44]([C@@H:47]6[CH2:52][C@@H:51]7[C@@H:49]([CH2:50]7)[NH:48]6)[NH:45][CH:46]=5)[CH:39]=[CH:40][CH:41]=3)[CH:30]=[CH:29]4)[N:25]=1)[NH:15]2. (4) The product is: [Br:12][C:11]1[CH:10]=[CH:9][C:5]([C:6]([O:8][CH3:28])=[O:7])=[CH:4][C:3]=1[CH2:2][C:18]([O:17][C:14]([CH3:16])([CH3:15])[CH3:13])=[O:19]. Given the reactants N[CH2:2][C:3]1[CH:4]=[C:5]([CH:9]=[CH:10][C:11]=1[Br:12])[C:6]([O-:8])=[O:7].[CH3:13][C:14]([O:17][C:18](O[C:18]([O:17][C:14]([CH3:16])([CH3:15])[CH3:13])=[O:19])=[O:19])([CH3:16])[CH3:15].[CH3:28]CN(C(C)C)C(C)C, predict the reaction product. (5) Given the reactants [O:1]1[C:5]2[CH:6]=[CH:7][CH:8]=[CH:9][C:4]=2[N:3]=[C:2]1[NH:10][CH2:11][CH2:12][NH:13][C:14](=[O:27])[C@@H:15]([NH:19]C(=O)OC(C)(C)C)[CH2:16][C:17]#[CH:18].[ClH:28], predict the reaction product. The product is: [ClH:28].[NH2:19][C@@H:15]([CH2:16][C:17]#[CH:18])[C:14]([NH:13][CH2:12][CH2:11][NH:10][C:2]1[O:1][C:5]2[CH:6]=[CH:7][CH:8]=[CH:9][C:4]=2[N:3]=1)=[O:27]. (6) The product is: [F:8][C:6]1[CH:5]=[C:4]([CH2:9][C:10]([NH:12][C@H:13]([C:15]([NH:18][CH:19]2[C:28]3[C:23](=[CH:24][C:25]([C:29]4[CH:34]=[CH:33][CH:32]=[CH:31][CH:30]=4)=[CH:26][CH:27]=3)[CH2:22][NH:21][C:20]2=[O:35])=[O:17])[CH3:14])=[O:11])[CH:3]=[C:2]([F:1])[CH:7]=1. Given the reactants [F:1][C:2]1[CH:3]=[C:4]([CH2:9][C:10]([NH:12][C@H:13]([C:15]([OH:17])=O)[CH3:14])=[O:11])[CH:5]=[C:6]([F:8])[CH:7]=1.[NH2:18][CH:19]1[C:28]2[C:23](=[CH:24][C:25]([C:29]3[CH:34]=[CH:33][CH:32]=[CH:31][CH:30]=3)=[CH:26][CH:27]=2)[CH2:22][NH:21][C:20]1=[O:35], predict the reaction product. (7) Given the reactants C1(P(C2C=CC=CC=2)C2C=CC=CC=2)C=CC=CC=1.[CH2:20]([N:27]([C@@H:34]([CH3:37])[CH2:35]O)[CH2:28][C@H:29]([OH:33])[CH2:30][O:31][CH3:32])[C:21]1[CH:26]=[CH:25][CH:24]=[CH:23][CH:22]=1.[Cl:38]C(Cl)(Cl)Cl, predict the reaction product. The product is: [CH2:20]([N:27]([CH2:28][C@H:29]([OH:33])[CH2:30][O:31][CH3:32])[C@@H:34]([CH3:37])[CH2:35][Cl:38])[C:21]1[CH:26]=[CH:25][CH:24]=[CH:23][CH:22]=1.